Task: Predict the product of the given reaction.. Dataset: Forward reaction prediction with 1.9M reactions from USPTO patents (1976-2016) (1) Given the reactants [H-].[Na+].[Br:3][C:4]1[CH:5]=[C:6]([CH:33]=[C:34]([Br:36])[CH:35]=1)[CH2:7][O:8][C@H:9]1[C@H:18]([N:19]2[CH2:24][CH2:23][CH:22]([NH:25][C:26](=[O:32])[O:27][C:28]([CH3:31])([CH3:30])[CH3:29])[CH2:21][CH2:20]2)[C:17]2[C:12](=[CH:13][CH:14]=[CH:15][CH:16]=2)[O:11][CH2:10]1.[CH3:37]I, predict the reaction product. The product is: [Br:3][C:4]1[CH:5]=[C:6]([CH:33]=[C:34]([Br:36])[CH:35]=1)[CH2:7][O:8][C@H:9]1[C@H:18]([N:19]2[CH2:20][CH2:21][CH:22]([N:25]([CH3:37])[C:26](=[O:32])[O:27][C:28]([CH3:29])([CH3:30])[CH3:31])[CH2:23][CH2:24]2)[C:17]2[C:12](=[CH:13][CH:14]=[CH:15][CH:16]=2)[O:11][CH2:10]1. (2) Given the reactants [F:1][C:2]1[CH:3]=[CH:4][CH:5]=[C:6]2[C:10]=1[NH:9][CH:8]=[CH:7]2.[H-].[Na+].[CH3:13][O:14][C:15]1[CH:20]=[CH:19][C:18]([S:21](Cl)(=[O:23])=[O:22])=[CH:17][C:16]=1[N:25]1[CH2:30][CH2:29][N:28]([C:31](=[O:36])[C:32]([Cl:35])([Cl:34])[Cl:33])[CH2:27][CH2:26]1, predict the reaction product. The product is: [Cl:35][C:32]([Cl:33])([Cl:34])[C:31]([N:28]1[CH2:29][CH2:30][N:25]([C:16]2[CH:17]=[C:18]([S:21]([N:9]3[C:10]4[C:6](=[CH:5][CH:4]=[CH:3][C:2]=4[F:1])[CH:7]=[CH:8]3)(=[O:22])=[O:23])[CH:19]=[CH:20][C:15]=2[O:14][CH3:13])[CH2:26][CH2:27]1)=[O:36]. (3) Given the reactants [IH:1].[CH3:2][N:3]([CH2:10][CH2:11][O:12][C:13]1[CH:26]=[CH:25][C:16]([CH2:17][CH:18]2[S:22][C:21](=[O:23])[NH:20][C:19]2=[O:24])=[CH:15][CH:14]=1)[C:4]1[CH:9]=[CH:8][CH:7]=[CH:6][N:5]=1, predict the reaction product. The product is: [IH:1].[CH3:2][N:3]([CH2:10][CH2:11][O:12][C:13]1[CH:26]=[CH:25][C:16]([CH2:17][CH:18]2[S:22][C:21](=[O:23])[NH:20][C:19]2=[O:24])=[CH:15][CH:14]=1)[C:4]1[CH:9]=[CH:8][CH:7]=[CH:6][N:5]=1. (4) Given the reactants [Cl:1][C:2]1[N:3]=[C:4]([N:19]2[CH2:24][CH2:23][O:22][CH2:21][CH2:20]2)[C:5]2[N:11]=[C:10]([CH2:12]P(=O)(OC)OC)[CH:9]=[CH:8][C:6]=2[N:7]=1.C([N-]C(C)C)(C)C.[Li+].O=[C:34]1[CH2:37][N:36]([C:38]([O:40][C:41]([CH3:44])([CH3:43])[CH3:42])=[O:39])[CH2:35]1, predict the reaction product. The product is: [Cl:1][C:2]1[N:3]=[C:4]([N:19]2[CH2:20][CH2:21][O:22][CH2:23][CH2:24]2)[C:5]2[N:11]=[C:10]([CH:12]=[C:34]3[CH2:35][N:36]([C:38]([O:40][C:41]([CH3:44])([CH3:43])[CH3:42])=[O:39])[CH2:37]3)[CH:9]=[CH:8][C:6]=2[N:7]=1. (5) Given the reactants [Cl:1][C:2]1[CH:3]=[N:4][C:5]2[N:6]([N:8]=[C:9]([C:11]([OH:13])=O)[CH:10]=2)[CH:7]=1.[CH2:14]([NH:16][C:17]([C:19]1[N:23]2[CH2:24][CH2:25][NH:26][CH:27]([CH3:28])[C:22]2=[CH:21][CH:20]=1)=[O:18])[CH3:15], predict the reaction product. The product is: [CH2:14]([NH:16][C:17]([C:19]1[N:23]2[CH2:24][CH2:25][N:26]([C:11]([C:9]3[CH:10]=[C:5]4[N:4]=[CH:3][C:2]([Cl:1])=[CH:7][N:6]4[N:8]=3)=[O:13])[CH:27]([CH3:28])[C:22]2=[CH:21][CH:20]=1)=[O:18])[CH3:15].